This data is from Peptide-MHC class I binding affinity with 185,985 pairs from IEDB/IMGT. The task is: Regression. Given a peptide amino acid sequence and an MHC pseudo amino acid sequence, predict their binding affinity value. This is MHC class I binding data. (1) The binding affinity (normalized) is 0.692. The MHC is HLA-B07:02 with pseudo-sequence HLA-B07:02. The peptide sequence is IPEGRVIDL. (2) The peptide sequence is SLTLTAQSRTL. The MHC is Mamu-A07 with pseudo-sequence Mamu-A07. The binding affinity (normalized) is 0.118. (3) The MHC is HLA-A33:01 with pseudo-sequence HLA-A33:01. The binding affinity (normalized) is 0.782. The peptide sequence is SISNITTATR.